From a dataset of Forward reaction prediction with 1.9M reactions from USPTO patents (1976-2016). Predict the product of the given reaction. The product is: [F:53][C:51]1[CH:50]=[C:20]([CH:19]=[C:18]([F:17])[CH:52]=1)[CH2:21][C@H:22]1[C@@H:26]([C@H:27]2[CH2:31][C@@H:30]([OH:32])[CH2:29][N:28]2[CH:36]([C:37]2[CH:38]=[CH:39][CH:40]=[CH:41][CH:42]=2)[C:43]2[CH:48]=[CH:47][CH:46]=[CH:45][CH:44]=2)[O:25][C:24](=[O:49])[NH:23]1. Given the reactants C(OC(N1C[C@H](O)C[C@@H]1C(O)=O)=O)(C)(C)C.[F:17][C:18]1[CH:19]=[C:20]([CH:50]=[C:51]([F:53])[CH:52]=1)[CH2:21][C@H:22]1[C@@H:26]([C@H:27]2[CH2:31][C@@H:30]([O:32]CC=C)[CH2:29][N:28]2[CH:36]([C:43]2[CH:48]=[CH:47][CH:46]=[CH:45][CH:44]=2)[C:37]2[CH:42]=[CH:41][CH:40]=[CH:39][CH:38]=2)[O:25][C:24](=[O:49])[NH:23]1.FC1C=C(C=C(F)C=1)C[C@H]1[C@@H]([C@H]2C[C@@H](OCC=C)CN2)OC(=O)N1.[Br-].C(=O)([O-])[O-].[K+].[K+], predict the reaction product.